From a dataset of Full USPTO retrosynthesis dataset with 1.9M reactions from patents (1976-2016). Predict the reactants needed to synthesize the given product. The reactants are: [F:1][C:2]1[CH:3]=[C:4]([CH:7]=[C:8]([CH:10]2[CH2:15][CH2:14][C:13](=[O:16])[CH2:12][CH2:11]2)[CH:9]=1)[C:5]#[N:6].C(N(CC)CC)C.FC(F)(F)S(O[Si:30]([CH:37]([CH3:39])[CH3:38])([CH:34]([CH3:36])[CH3:35])[CH:31]([CH3:33])[CH3:32])(=O)=O. Given the product [F:1][C:2]1[CH:3]=[C:4]([CH:7]=[C:8]([CH:10]2[CH2:15][CH2:14][C:13]([O:16][Si:30]([CH:37]([CH3:39])[CH3:38])([CH:34]([CH3:36])[CH3:35])[CH:31]([CH3:33])[CH3:32])=[CH:12][CH2:11]2)[CH:9]=1)[C:5]#[N:6], predict the reactants needed to synthesize it.